The task is: Regression. Given two drug SMILES strings and cell line genomic features, predict the synergy score measuring deviation from expected non-interaction effect.. This data is from Merck oncology drug combination screen with 23,052 pairs across 39 cell lines. (1) Drug 1: COC1CC2CCC(C)C(O)(O2)C(=O)C(=O)N2CCCCC2C(=O)OC(C(C)CC2CCC(OP(C)(C)=O)C(OC)C2)CC(=O)C(C)C=C(C)C(O)C(OC)C(=O)C(C)CC(C)C=CC=CC=C1C. Drug 2: CCC1(O)C(=O)OCc2c1cc1n(c2=O)Cc2cc3c(CN(C)C)c(O)ccc3nc2-1. Cell line: MDAMB436. Synergy scores: synergy=19.2. (2) Drug 1: O=C(CCCCCCC(=O)Nc1ccccc1)NO. Drug 2: Cc1nc(Nc2ncc(C(=O)Nc3c(C)cccc3Cl)s2)cc(N2CCN(CCO)CC2)n1. Cell line: SKMEL30. Synergy scores: synergy=5.97. (3) Cell line: PA1. Synergy scores: synergy=25.8. Drug 2: Cc1nc(Nc2ncc(C(=O)Nc3c(C)cccc3Cl)s2)cc(N2CCN(CCO)CC2)n1. Drug 1: CCN(CC)CCNC(=O)c1c(C)[nH]c(C=C2C(=O)Nc3ccc(F)cc32)c1C. (4) Drug 1: CCC1=CC2CN(C1)Cc1c([nH]c3ccccc13)C(C(=O)OC)(c1cc3c(cc1OC)N(C)C1C(O)(C(=O)OC)C(OC(C)=O)C4(CC)C=CCN5CCC31C54)C2. Drug 2: Cn1cc(-c2cnn3c(N)c(Br)c(C4CCCNC4)nc23)cn1. Cell line: NCIH1650. Synergy scores: synergy=5.63.